Dataset: Peptide-MHC class II binding affinity with 134,281 pairs from IEDB. Task: Regression. Given a peptide amino acid sequence and an MHC pseudo amino acid sequence, predict their binding affinity value. This is MHC class II binding data. (1) The binding affinity (normalized) is 0.238. The peptide sequence is LNYRPLLPKDRRMII. The MHC is HLA-DQA10102-DQB10502 with pseudo-sequence HLA-DQA10102-DQB10502. (2) The peptide sequence is SSCEVALSYYPTPLA. The MHC is DRB1_0405 with pseudo-sequence DRB1_0405. The binding affinity (normalized) is 0.320. (3) The peptide sequence is YDKFLALVSTVLTGK. The binding affinity (normalized) is 0.958. The MHC is DRB1_1602 with pseudo-sequence DRB1_1602. (4) The peptide sequence is LPPIVAKEIVASCDKC. The MHC is DRB1_1201 with pseudo-sequence DRB1_1201. The binding affinity (normalized) is 0.0731. (5) The peptide sequence is RLFDNAMLRAHRLHQ. The MHC is DRB5_0101 with pseudo-sequence DRB5_0101. The binding affinity (normalized) is 0.416. (6) The peptide sequence is EKKYFCATQFEPLAA. The MHC is HLA-DQA10501-DQB10301 with pseudo-sequence HLA-DQA10501-DQB10301. The binding affinity (normalized) is 0.111.